This data is from TCR-epitope binding with 47,182 pairs between 192 epitopes and 23,139 TCRs. The task is: Binary Classification. Given a T-cell receptor sequence (or CDR3 region) and an epitope sequence, predict whether binding occurs between them. (1) The epitope is NLVPMVATV. The TCR CDR3 sequence is CASSLTTGGKTGELFF. Result: 1 (the TCR binds to the epitope). (2) The epitope is RQLLFVVEV. The TCR CDR3 sequence is CSIWTGLKLFF. Result: 1 (the TCR binds to the epitope).